Dataset: TCR-epitope binding with 47,182 pairs between 192 epitopes and 23,139 TCRs. Task: Binary Classification. Given a T-cell receptor sequence (or CDR3 region) and an epitope sequence, predict whether binding occurs between them. (1) The epitope is SEISMDNSPNL. The TCR CDR3 sequence is CASSPTGMNTEAFF. Result: 1 (the TCR binds to the epitope). (2) The epitope is RLRAEAQVK. The TCR CDR3 sequence is CASSSLQQPQHF. Result: 1 (the TCR binds to the epitope).